Dataset: Full USPTO retrosynthesis dataset with 1.9M reactions from patents (1976-2016). Task: Predict the reactants needed to synthesize the given product. (1) The reactants are: [NH3:1].[C:2]1([S:8]([C:11]2[C:19]3[C:14](=[CH:15][CH:16]=[C:17]([O:20][CH2:21][CH2:22]OS(C4C=CC(C)=CC=4)(=O)=O)[CH:18]=3)[NH:13][N:12]=2)(=[O:10])=[O:9])[CH:7]=[CH:6][CH:5]=[CH:4][CH:3]=1.C(=O)(O)[O-].[Na+]. Given the product [C:2]1([S:8]([C:11]2[C:19]3[C:14](=[CH:15][CH:16]=[C:17]([O:20][CH2:21][CH2:22][NH2:1])[CH:18]=3)[NH:13][N:12]=2)(=[O:10])=[O:9])[CH:7]=[CH:6][CH:5]=[CH:4][CH:3]=1, predict the reactants needed to synthesize it. (2) Given the product [ClH:27].[CH3:1][O:2][C:3]1[CH:4]=[C:5]([C:11]2[CH2:12][C:13]([CH3:26])([CH3:25])[C:14](=[O:24])[N:15]([C:17]3[CH:18]=[CH:19][C:20]([O:23][CH2:28][C:29]([N:31]4[CH2:36][CH2:35][N:34]([CH3:37])[CH2:33][CH2:32]4)=[O:30])=[CH:21][CH:22]=3)[N:16]=2)[CH:6]=[CH:7][C:8]=1[O:9][CH3:10], predict the reactants needed to synthesize it. The reactants are: [CH3:1][O:2][C:3]1[CH:4]=[C:5]([C:11]2[CH2:12][C:13]([CH3:26])([CH3:25])[C:14](=[O:24])[N:15]([C:17]3[CH:22]=[CH:21][C:20]([OH:23])=[CH:19][CH:18]=3)[N:16]=2)[CH:6]=[CH:7][C:8]=1[O:9][CH3:10].[Cl:27][CH2:28][C:29]([N:31]1[CH2:36][CH2:35][N:34]([CH3:37])[CH2:33][CH2:32]1)=[O:30].COC1C=C(C2CC(C)(C)C(=O)N(C3C=CC(OCC(N)=O)=CC=3)N=2)C=CC=1OC. (3) Given the product [N:16]1[C:17]2[C:22](=[CH:21][CH:20]=[CH:19][CH:18]=2)[C:13]([N:1]2[C:5]3=[N:6][CH:7]=[CH:8][CH:9]=[C:4]3[CH:3]=[CH:2]2)=[CH:14][CH:15]=1, predict the reactants needed to synthesize it. The reactants are: [NH:1]1[C:5]2=[N:6][CH:7]=[CH:8][CH:9]=[C:4]2[CH:3]=[CH:2]1.[H-].[Na+].Cl[C:13]1[C:22]2[C:17](=[CH:18][CH:19]=[CH:20][CH:21]=2)[N:16]=[CH:15][CH:14]=1. (4) Given the product [F:1][C:2]1[CH:3]=[C:4]([CH:14]=[C:15]([F:17])[CH:16]=1)[CH2:5][NH:6][C:7](=[O:13])[CH:8]([CH2:12][CH2:18][CH3:19])[C:9]([OH:11])=[O:10], predict the reactants needed to synthesize it. The reactants are: [F:1][C:2]1[CH:3]=[C:4]([CH:14]=[C:15]([F:17])[CH:16]=1)[CH2:5][NH:6][C:7](=[O:13])[CH:8]([CH3:12])[C:9]([OH:11])=[O:10].[CH2:18](C(C(OCC)=O)C(OCC)=O)[CH2:19]C. (5) Given the product [OH:30][C@@H:4]1[C@H:3]2[C@@H:11]([CH2:12][CH:13]=[C:14]3[C@:2]2([CH3:1])[CH2:22][CH2:21][C:16]2([O:20][CH2:19][CH2:18][O:17]2)[CH2:15]3)[C@H:10]2[C@@:6]([CH3:29])([C@@H:7]([C:23](=[O:24])[CH3:28])[CH2:8][CH2:9]2)[CH2:5]1, predict the reactants needed to synthesize it. The reactants are: [CH3:1][C@:2]12[CH2:22][CH2:21][C:16]3([O:20][CH2:19][CH2:18][O:17]3)[CH2:15][CH:14]1[CH2:13][CH2:12][C@@H:11]1[C@@H:3]2[C@@H:4]([OH:30])[CH2:5][C@@:6]2([CH3:29])[C@H:10]1[CH2:9][CH2:8][C@@H:7]2[C:23]1([CH3:28])OCC[O:24]1.OS(O)(=O)=O. (6) The reactants are: [CH3:1][O:2][C:3]1[CH:12]=[C:11]2[C:6]([CH2:7][CH:8]([C:13]([OH:16])([CH3:15])[CH3:14])[N:9]=[CH:10]2)=[CH:5][C:4]=1[O:17][CH2:18][CH2:19][CH2:20][O:21][CH3:22].C(O[CH:26]=[C:27]([C:33](=[O:35])[CH3:34])[C:28]([O:30][CH2:31][CH3:32])=[O:29])C. Given the product [OH:16][C:13]([CH:8]1[N:9]2[CH:10]([CH2:34][C:33](=[O:35])[C:27]([C:28]([O:30][CH2:31][CH3:32])=[O:29])=[CH:26]2)[C:11]2[CH:12]=[C:3]([O:2][CH3:1])[C:4]([O:17][CH2:18][CH2:19][CH2:20][O:21][CH3:22])=[CH:5][C:6]=2[CH2:7]1)([CH3:15])[CH3:14], predict the reactants needed to synthesize it. (7) Given the product [Cl:22][C:16]1[CH:15]=[CH:14][C:13]([NH:12][C:2]2[CH:11]=[CH:10][C:9]3[C:4](=[CH:5][CH:6]=[CH:7][CH:8]=3)[N:3]=2)=[CH:21][C:17]=1[C:18]([OH:20])=[O:19], predict the reactants needed to synthesize it. The reactants are: Cl[C:2]1[CH:11]=[CH:10][C:9]2[C:4](=[CH:5][CH:6]=[CH:7][CH:8]=2)[N:3]=1.[NH2:12][C:13]1[CH:14]=[CH:15][C:16]([Cl:22])=[C:17]([CH:21]=1)[C:18]([OH:20])=[O:19].